Dataset: Forward reaction prediction with 1.9M reactions from USPTO patents (1976-2016). Task: Predict the product of the given reaction. (1) Given the reactants [C:1]([C:4]1[C:9]([Cl:10])=[N:8][C:7]([Cl:11])=[CH:6][N:5]=1)([OH:3])=[O:2].[C:12](=O)([O-])O.[Na+].CI.CN(C)C=O, predict the reaction product. The product is: [CH3:12][O:2][C:1]([C:4]1[C:9]([Cl:10])=[N:8][C:7]([Cl:11])=[CH:6][N:5]=1)=[O:3]. (2) Given the reactants [Cl:1][C:2]1[C:16]([Cl:17])=[CH:15][CH:14]=[CH:13][C:3]=1[CH2:4][C:5]1[C:6]([NH2:12])=[N:7][NH:8][C:9]=1[O:10][CH3:11].O=[C:19]([C:26]1[CH:31]=[CH:30][N:29]=[CH:28][CH:27]=1)[CH2:20][C:21](OCC)=[O:22], predict the reaction product. The product is: [Cl:1][C:2]1[C:16]([Cl:17])=[CH:15][CH:14]=[CH:13][C:3]=1[CH2:4][C:5]1[C:9]([O:10][CH3:11])=[N:8][N:7]2[C:21]([OH:22])=[CH:20][C:19]([C:26]3[CH:31]=[CH:30][N:29]=[CH:28][CH:27]=3)=[N:12][C:6]=12. (3) Given the reactants [CH3:1][NH:2][C:3]1[C:8]([N+:9]([O-])=O)=[CH:7][CH:6]=[CH:5][C:4]=1[N+:12]([O-])=O, predict the reaction product. The product is: [CH3:1][NH:2][C:3]1[C:8]([NH2:9])=[CH:7][CH:6]=[CH:5][C:4]=1[NH2:12]. (4) Given the reactants [N:1]1[CH:6]=[CH:5][CH:4]=[CH:3][C:2]=1[O:7][CH2:8][C:9]1[CH:27]=[CH:26][C:12]([CH2:13][C:14]2[CH:18]=[C:17]([C:19]3[C:20]([NH2:25])=[N:21][CH:22]=[CH:23][CH:24]=3)[O:16][N:15]=2)=[CH:11][CH:10]=1.[CH3:28][O:29][C:30](=[O:45])[C@@H:31]([NH:37][C:38]([O:40][C:41]([CH3:44])([CH3:43])[CH3:42])=[O:39])[CH2:32][CH2:33][C:34](O)=[O:35].CN1CCOCC1.F[P-](F)(F)(F)(F)F.N1(OC(N(C)C)=[N+](C)C)C2N=CC=CC=2N=N1, predict the reaction product. The product is: [CH3:28][O:29][C:30](=[O:45])[C@@H:31]([NH:37][C:38]([O:40][C:41]([CH3:43])([CH3:42])[CH3:44])=[O:39])[CH2:32][CH2:33][C:34](=[O:35])[NH:25][C:20]1[C:19]([C:17]2[O:16][N:15]=[C:14]([CH2:13][C:12]3[CH:26]=[CH:27][C:9]([CH2:8][O:7][C:2]4[CH:3]=[CH:4][CH:5]=[CH:6][N:1]=4)=[CH:10][CH:11]=3)[CH:18]=2)=[CH:24][CH:23]=[CH:22][N:21]=1. (5) Given the reactants CCOC(/N=N/C(OCC)=O)=O.O[C:14]1[CH:22]=[CH:21][CH:20]=[CH:19][C:15]=1/[CH:16]=[N:17]/[OH:18].C1(P(C2C=CC=CC=2)C2C=CC=CC=2)C=CC=CC=1, predict the reaction product. The product is: [O:18]1[C:14]2[CH:22]=[CH:21][CH:20]=[CH:19][C:15]=2[CH:16]=[N:17]1. (6) The product is: [F:22][C:23]1[CH:31]=[CH:30][C:26]([C:27]([NH:21][C:16]2[CH:17]=[C:18]3[C:13](=[CH:14][CH:15]=2)[N:12]=[C:11]([NH:10][C@H:1]2[C:9]4[C:4](=[CH:5][CH:6]=[CH:7][CH:8]=4)[CH2:3][CH2:2]2)[CH:20]=[CH:19]3)=[O:28])=[CH:25][CH:24]=1. Given the reactants [C@H:1]1([NH:10][C:11]2[CH:20]=[CH:19][C:18]3[C:13](=[CH:14][CH:15]=[C:16]([NH2:21])[CH:17]=3)[N:12]=2)[C:9]2[C:4](=[CH:5][CH:6]=[CH:7][CH:8]=2)[CH2:3][CH2:2]1.[F:22][C:23]1[CH:31]=[CH:30][C:26]([C:27](Cl)=[O:28])=[CH:25][CH:24]=1, predict the reaction product. (7) Given the reactants [OH-:1].[K+].[NH2:3]O.Cl.[O:6]1[C:10]2[CH:11]=[CH:12][CH:13]=[CH:14][C:9]=2[N:8]=[C:7]1[N:15]([C:27]1[CH:32]=[CH:31][CH:30]=[CH:29][N:28]=1)[CH2:16][CH2:17][CH2:18][CH2:19][CH2:20][CH2:21][C:22](OCC)=[O:23], predict the reaction product. The product is: [NH2:3][OH:1].[O:6]1[C:10]2[CH:11]=[CH:12][CH:13]=[CH:14][C:9]=2[N:8]=[C:7]1[N:15]([C:27]1[CH:32]=[CH:31][CH:30]=[CH:29][N:28]=1)[CH2:16][CH2:17][CH2:18][CH2:19][CH2:20][CH2:21][C:22]([NH:3][OH:1])=[O:23]. (8) Given the reactants [F:1][C:2]1[CH:7]=[C:6]([N+:8]([O-:10])=[O:9])[CH:5]=[CH:4][C:3]=1[CH:11]1[CH2:16][CH2:15][S:14](=[O:18])(=[O:17])[NH:13][C:12]1=O.[BH4-].[Na+].C1COCC1.FC(F)(F)C(O)=O, predict the reaction product. The product is: [F:1][C:2]1[CH:7]=[C:6]([N+:8]([O-:10])=[O:9])[CH:5]=[CH:4][C:3]=1[CH:11]1[CH2:16][CH2:15][S:14](=[O:18])(=[O:17])[NH:13][CH2:12]1. (9) Given the reactants [CH3:1][O:2][N:3]1[C:11]2[C:6](=[CH:7][CH:8]=[CH:9][CH:10]=2)[CH2:5][C:4]1=[O:12].[CH3:13][C:14]1[CH:18]=[C:17]([CH3:19])[NH:16][C:15]=1[CH:20]=O, predict the reaction product. The product is: [CH3:13][C:14]1[CH:18]=[C:17]([CH3:19])[NH:16][C:15]=1[CH:20]=[C:5]1[C:6]2[C:11](=[CH:10][CH:9]=[CH:8][CH:7]=2)[N:3]([O:2][CH3:1])[C:4]1=[O:12]. (10) Given the reactants [CH3:1][O:2][C:3]([C:5]1[C:10](Cl)=[N:9][C:8]([N:12]2[CH2:17][CH2:16][O:15][CH2:14][CH2:13]2)=[CH:7][N:6]=1)=[O:4].[CH2:18]([Sn](CCCC)(CCCC)C(C)=C)[CH2:19][CH2:20]C, predict the reaction product. The product is: [CH3:1][O:2][C:3]([C:5]1[C:10]([C:19]([CH3:20])=[CH2:18])=[N:9][C:8]([N:12]2[CH2:17][CH2:16][O:15][CH2:14][CH2:13]2)=[CH:7][N:6]=1)=[O:4].